Dataset: Reaction yield outcomes from USPTO patents with 853,638 reactions. Task: Predict the reaction yield, written as a fraction of the theoretical maximum amount of product (1.0 means a 100% yield; for example, 0.34 means a 34% yield). The reactants are [OH:1][CH:2]([C:6]1[CH:11]=[CH:10][C:9]([C:12]2[N:16]=[C:15]([C:17]3[O:21][N:20]=[C:19]([C:22]4[CH:27]=[CH:26][CH:25]=[CH:24][CH:23]=4)[C:18]=3[C:28]([F:31])([F:30])[F:29])[O:14][N:13]=2)=[CH:8][CH:7]=1)[C:3](O)=[O:4].[NH2:32][CH2:33][CH2:34][NH:35][C:36](=[O:42])[O:37][C:38]([CH3:41])([CH3:40])[CH3:39].CN1CCOCC1.CN(C(ON1N=NC2C=CC=NC1=2)=[N+](C)C)C.F[P-](F)(F)(F)(F)F. The catalyst is CN(C=O)C. The product is [OH:1][CH:2]([C:6]1[CH:7]=[CH:8][C:9]([C:12]2[N:16]=[C:15]([C:17]3[O:21][N:20]=[C:19]([C:22]4[CH:23]=[CH:24][CH:25]=[CH:26][CH:27]=4)[C:18]=3[C:28]([F:31])([F:29])[F:30])[O:14][N:13]=2)=[CH:10][CH:11]=1)[C:3]([NH:32][CH2:33][CH2:34][NH:35][C:36](=[O:42])[O:37][C:38]([CH3:40])([CH3:39])[CH3:41])=[O:4]. The yield is 0.336.